This data is from Full USPTO retrosynthesis dataset with 1.9M reactions from patents (1976-2016). The task is: Predict the reactants needed to synthesize the given product. (1) Given the product [F:28][C:22]1[CH:23]=[C:24]([F:27])[CH:25]=[CH:26][C:21]=1[C:17]1[CH2:30][CH2:19][C:18]=1[NH:13][CH:12]=[O:1], predict the reactants needed to synthesize it. The reactants are: [OH-:1].[Na+].C1(C)C(S([CH2:12][N+:13]#[C-])(=O)=O)=CC=CC=1.Cl[CH:17]([C:21]1[CH:26]=[CH:25][C:24]([F:27])=[CH:23][C:22]=1[F:28])[CH2:18][CH2:19]Cl.O.[CH3:30]S(C)=O. (2) Given the product [N:1]1[C:2]2[NH:7][C:11]3[C:10]([C:3]=2[CH:4]=[CH:5][CH:6]=1)=[CH:15][CH:14]=[CH:13][CH:12]=3, predict the reactants needed to synthesize it. The reactants are: [N:1]1[CH:6]=[CH:5][CH:4]=[CH:3][C:2]=1[N:7]1[C:11]2[CH:12]=[CH:13][CH:14]=[CH:15][C:10]=2N=N1.[OH-].[Na+]. (3) Given the product [CH:1]1[CH:2]=[CH:3][C:4]2[CH:15]3[CH2:16][N:17]=[C:18]([NH2:19])[N:14]3[C:13]3[CH:12]=[CH:11][CH:10]=[CH:9][C:8]=3[CH2:7][C:5]=2[CH:6]=1, predict the reactants needed to synthesize it. The reactants are: [CH:1]1[CH:2]=[CH:3][C:4]2[CH:15]3[CH2:16][N:17]=[C:18]([NH2:19])[N:14]3[C:13]3[CH:12]=[CH:11][CH:10]=[CH:9][C:8]=3[CH2:7][C:5]=2[CH:6]=1.Cl.C(OCC)(=O)C.C(OC(C)C)(=O)CCCCCCCCCCCCC.C([O-])(=O)C=C.